Predict the reactants needed to synthesize the given product. From a dataset of Full USPTO retrosynthesis dataset with 1.9M reactions from patents (1976-2016). Given the product [CH:1]12[CH2:10][CH:5]3[CH2:6][CH:7]([CH2:9][CH:3]([CH2:4]3)[CH:2]1[NH:11][C:12]([C:14]1[CH:15]=[N:16][N:17]([CH3:20])[C:18]=1[N:31]1[CH2:32][CH2:33][N:28]([CH2:21][C:22]3[CH:23]=[CH:24][CH:25]=[CH:26][CH:27]=3)[CH2:29][CH2:30]1)=[O:13])[CH2:8]2, predict the reactants needed to synthesize it. The reactants are: [CH:1]12[CH2:10][CH:5]3[CH2:6][CH:7]([CH2:9][CH:3]([CH2:4]3)[CH:2]1[NH:11][C:12]([C:14]1[CH:15]=[N:16][N:17]([CH3:20])[C:18]=1Cl)=[O:13])[CH2:8]2.[CH2:21]([N:28]1[CH2:33][CH2:32][NH:31][CH2:30][CH2:29]1)[C:22]1[CH:27]=[CH:26][CH:25]=[CH:24][CH:23]=1.